Dataset: Forward reaction prediction with 1.9M reactions from USPTO patents (1976-2016). Task: Predict the product of the given reaction. (1) Given the reactants [F:1][C:2]1[CH:19]=[CH:18][C:5]([O:6][N:7]2C(=O)C3=CC=CC=C3C2=O)=[CH:4][CH:3]=1.[ClH:20], predict the reaction product. The product is: [ClH:20].[F:1][C:2]1[CH:19]=[CH:18][C:5]([O:6][NH2:7])=[CH:4][CH:3]=1. (2) Given the reactants [CH3:1]C1CCCN(C)C1(C)C.C([Li])CCC.[CH:16]1([CH2:19][CH:20]=[CH:21][CH2:22][CH:23]2[CH2:25][O:24]2)[CH2:18][CH2:17]1, predict the reaction product. The product is: [CH:16]1([CH2:19][CH:20]2[CH:22]3[CH:21]2[CH2:1][CH2:25][CH:23]3[OH:24])[CH2:18][CH2:17]1. (3) Given the reactants C([O:5][C:6](=[O:30])[CH2:7][O:8][C:9]1[CH:13]=[C:12]([CH2:14][CH2:15][C:16]([O:18][CH2:19][CH3:20])=[O:17])[N:11]([CH2:21][C:22]2[CH:27]=[CH:26][C:25]([Cl:28])=[CH:24][C:23]=2[Cl:29])[N:10]=1)(C)(C)C, predict the reaction product. The product is: [Cl:29][C:23]1[CH:24]=[C:25]([Cl:28])[CH:26]=[CH:27][C:22]=1[CH2:21][N:11]1[C:12]([CH2:14][CH2:15][C:16]([O:18][CH2:19][CH3:20])=[O:17])=[CH:13][C:9]([O:8][CH2:7][C:6]([OH:30])=[O:5])=[N:10]1. (4) Given the reactants [Cl-].C1([P+](C2C=CC=CC=2)(C2C=CC=CC=2)[CH2:9][C:10]2[CH:11]=[N:12][C:13]([CH3:16])=[CH:14][CH:15]=2)C=CC=CC=1.N1C=CC=C(/C=[CH:36]\[C:37]2[C:46]3[C:41](=[CH:42][CH:43]=[CH:44][CH:45]=3)[C:40](=[O:47])[NH:39][N:38]=2)C=1, predict the reaction product. The product is: [CH3:16][C:13]1[N:12]=[CH:11][C:10](/[CH:9]=[CH:36]\[C:37]2[C:46]3[C:41](=[CH:42][CH:43]=[CH:44][CH:45]=3)[C:40](=[O:47])[NH:39][N:38]=2)=[CH:15][CH:14]=1. (5) Given the reactants [F:1][C:2]1[CH:7]=[CH:6][CH:5]=[CH:4][C:3]=1[CH2:8][C:9]([OH:11])=O.[NH2:12][C:13]1[CH:17]=[C:16]([Cl:18])[N:15]([C:19]2[CH:24]=[CH:23][C:22]([O:25][CH3:26])=[CH:21][CH:20]=2)[C:14]=1[C:27]([O:29][CH2:30][CH3:31])=[O:28].C(Cl)CCl.C1C=CC2N(O)N=NC=2C=1.C(N(CC)CC)C, predict the reaction product. The product is: [Cl:18][C:16]1[N:15]([C:19]2[CH:20]=[CH:21][C:22]([O:25][CH3:26])=[CH:23][CH:24]=2)[C:14]([C:27]([O:29][CH2:30][CH3:31])=[O:28])=[C:13]([NH:12][C:9](=[O:11])[CH2:8][C:3]2[CH:4]=[CH:5][CH:6]=[CH:7][C:2]=2[F:1])[CH:17]=1. (6) Given the reactants FC(F)(F)C(O)=O.[C:8]([C@H:10]([CH3:36])[CH2:11][CH2:12][CH2:13][CH2:14][N:15]1[C:24](=[O:25])[C:23]2[NH:22][C:21]([CH2:26][NH:27]C(OC(C)(C)C)=O)=[N:20][C:19]=2[N:18]([CH3:35])[C:16]1=[O:17])#[N:9], predict the reaction product. The product is: [NH2:27][CH2:26][C:21]1[NH:22][C:23]2[C:24](=[O:25])[N:15]([CH2:14][CH2:13][CH2:12][CH2:11][C@H:10]([C:8]#[N:9])[CH3:36])[C:16](=[O:17])[N:18]([CH3:35])[C:19]=2[N:20]=1. (7) Given the reactants [H-].[Na+].[OH:3][C:4]1[CH:9]=[CH:8][CH:7]=[CH:6][N:5]=1.[Cl:10][C:11]1[CH:27]=[C:26]([Cl:28])[CH:25]=[CH:24][C:12]=1[CH2:13][NH:14][C:15](=[O:23])[C:16]1[CH:21]=[CH:20][N:19]=[C:18](F)[CH:17]=1, predict the reaction product. The product is: [Cl:10][C:11]1[CH:27]=[C:26]([Cl:28])[CH:25]=[CH:24][C:12]=1[CH2:13][NH:14][C:15](=[O:23])[C:16]1[CH:21]=[CH:20][N:19]=[C:18]([O:3][C:4]2[CH:9]=[CH:8][CH:7]=[CH:6][N:5]=2)[CH:17]=1.